From a dataset of Forward reaction prediction with 1.9M reactions from USPTO patents (1976-2016). Predict the product of the given reaction. (1) Given the reactants [NH:1]1[C:9]2[C:4](=[CH:5][CH:6]=[CH:7][C:8]=2[C:10]#[N:11])[CH:3]=[CH:2]1.[C:12]([O:16][CH2:17][CH3:18])(=[O:15])[CH:13]=[CH2:14].C1COCC1, predict the reaction product. The product is: [C:10]([C:8]1[CH:7]=[CH:6][CH:5]=[C:4]2[C:9]=1[NH:1][CH:2]=[C:3]2[CH2:14][CH2:13][C:12]([O:16][CH2:17][CH3:18])=[O:15])#[N:11]. (2) Given the reactants [CH3:1][C:2]([Si:5](Cl)([CH3:7])[CH3:6])([CH3:4])[CH3:3].[Br:9][C:10]1[CH:11]=[CH:12][C:13]([Cl:18])=[C:14]([CH2:16][OH:17])[CH:15]=1.N1C=CN=C1.[NH4+].[Cl-], predict the reaction product. The product is: [Br:9][C:10]1[CH:11]=[CH:12][C:13]([Cl:18])=[C:14]([CH:15]=1)[CH2:16][O:17][Si:5]([C:2]([CH3:4])([CH3:3])[CH3:1])([CH3:7])[CH3:6]. (3) Given the reactants [NH2:1][C:2]1[C:10]([Cl:11])=[C:9]([CH:12]2[O:16][CH2:15][CH2:14][O:13]2)[C:8]([C:17]([F:20])([F:19])[F:18])=[CH:7][C:3]=1[C:4]([OH:6])=O.Cl.[Cl:22][C:23]1[CH:24]=[CH:25][C:26]([S:31]([CH2:34][CH3:35])(=[O:33])=[O:32])=[C:27]([CH2:29][NH2:30])[CH:28]=1, predict the reaction product. The product is: [NH2:1][C:2]1[C:10]([Cl:11])=[C:9]([CH:12]2[O:13][CH2:14][CH2:15][O:16]2)[C:8]([C:17]([F:20])([F:19])[F:18])=[CH:7][C:3]=1[C:4]([NH:30][CH2:29][C:27]1[CH:28]=[C:23]([Cl:22])[CH:24]=[CH:25][C:26]=1[S:31]([CH2:34][CH3:35])(=[O:33])=[O:32])=[O:6].